This data is from Forward reaction prediction with 1.9M reactions from USPTO patents (1976-2016). The task is: Predict the product of the given reaction. Given the reactants C([O:5][C:6]([N:8]1[CH2:13][CH2:12][N:11]([C:14]2[C:23]3[C:18](=[C:19]([F:36])[C:20]([C:25]4[C:34]5[C:29](=[CH:30][CH:31]=[CH:32][CH:33]=5)[CH:28]=[C:27]([OH:35])[CH:26]=4)=[C:21]([Cl:24])[CH:22]=3)[N:17]=[C:16]([C:37](=[O:39])[NH2:38])[N:15]=2)[CH2:10][CH2:9]1)=O)(C)(C)C.[CH3:40][CH2:41]N(CC)CC.C(Cl)(=O)C=C, predict the reaction product. The product is: [C:6]([N:8]1[CH2:13][CH2:12][N:11]([C:14]2[C:23]3[C:18](=[C:19]([F:36])[C:20]([C:25]4[C:34]5[C:29](=[CH:30][CH:31]=[CH:32][CH:33]=5)[CH:28]=[C:27]([OH:35])[CH:26]=4)=[C:21]([Cl:24])[CH:22]=3)[N:17]=[C:16]([C:37]([NH2:38])=[O:39])[N:15]=2)[CH2:10][CH2:9]1)(=[O:5])[CH:40]=[CH2:41].